This data is from Catalyst prediction with 721,799 reactions and 888 catalyst types from USPTO. The task is: Predict which catalyst facilitates the given reaction. (1) Reactant: [CH3:1][N:2]1[C:6]2[C:7]3[CH:8]=[C:9]([C:33]4[CH:38]=[CH:37][CH:36]=[CH:35][CH:34]=4)[C:10]([C:15]4[CH:20]=[CH:19][C:18]([C:21]5([NH:25]C(=O)OC(C)(C)C)[CH2:24][CH2:23][CH2:22]5)=[CH:17][CH:16]=4)=[N:11][C:12]=3[CH2:13][CH2:14][C:5]=2[CH:4]=[N:3]1. The catalyst class is: 67. Product: [CH3:1][N:2]1[C:6]2[C:7]3[CH:8]=[C:9]([C:33]4[CH:34]=[CH:35][CH:36]=[CH:37][CH:38]=4)[C:10]([C:15]4[CH:20]=[CH:19][C:18]([C:21]5([NH2:25])[CH2:22][CH2:23][CH2:24]5)=[CH:17][CH:16]=4)=[N:11][C:12]=3[CH2:13][CH2:14][C:5]=2[CH:4]=[N:3]1. (2) Reactant: [C:1]1([CH2:7][C:8]#[N:9])[CH:6]=[CH:5][CH:4]=[CH:3][CH:2]=1.Cl.[NH2:11][OH:12].C(=O)([O-])[O-].[Na+].[Na+]. Product: [OH:12]/[N:11]=[C:8](\[NH2:9])/[CH2:7][C:1]1[CH:6]=[CH:5][CH:4]=[CH:3][CH:2]=1. The catalyst class is: 8.